From a dataset of Forward reaction prediction with 1.9M reactions from USPTO patents (1976-2016). Predict the product of the given reaction. (1) Given the reactants [CH:1](O)=O.[C:4](=[O:11])([O:6][C:7]([CH3:10])([CH3:9])[CH3:8])[NH2:5].[Br:12][C:13]1[CH:20]=[C:19]([C:21]#[N:22])[CH:18]=[CH:17][C:14]=1C=O.[C:23]1([S:29]([O-:31])=[O:30])[CH:28]=[CH:27][CH:26]=[CH:25][CH:24]=1.[Na+], predict the reaction product. The product is: [Br:12][C:13]1[CH:20]=[C:19]([C:21]#[N:22])[CH:18]=[CH:17][C:14]=1[N:5]([CH2:1][S:29]([C:23]1[CH:28]=[CH:27][CH:26]=[CH:25][CH:24]=1)(=[O:31])=[O:30])[C:4](=[O:11])[O:6][C:7]([CH3:10])([CH3:9])[CH3:8]. (2) Given the reactants Cl[CH2:2][C:3]1[N:29]([S:30]([C:33]2[CH:38]=[CH:37][CH:36]=[CH:35][CH:34]=2)(=[O:32])=[O:31])[C:6]2[N:7]=[CH:8][C:9]3[CH2:14][N:13]([C:15]4[C:20]([F:21])=[C:19]([O:22][CH3:23])[CH:18]=[C:17]([O:24][CH3:25])[C:16]=4[F:26])[C:12](=[O:27])[N:11]([CH3:28])[C:10]=3[C:5]=2[CH:4]=1.[NH:39]1[CH:43]=[CH:42][N:41]=[CH:40]1.C(=O)([O-])[O-].[Cs+].[Cs+], predict the reaction product. The product is: [F:21][C:20]1[C:19]([O:22][CH3:23])=[CH:18][C:17]([O:24][CH3:25])=[C:16]([F:26])[C:15]=1[N:13]1[CH2:14][C:9]2[CH:8]=[N:7][C:6]3[N:29]([S:30]([C:33]4[CH:38]=[CH:37][CH:36]=[CH:35][CH:34]=4)(=[O:31])=[O:32])[C:3]([CH2:2][N:39]4[CH:43]=[CH:42][N:41]=[CH:40]4)=[CH:4][C:5]=3[C:10]=2[N:11]([CH3:28])[C:12]1=[O:27]. (3) Given the reactants [F-].C([N+](CCCC)(CCCC)CCCC)CCC.C[Si](C)(C)[C:21]#[C:22][C:23]1[CH:24]=[C:25]2[CH2:31][C@:30]3([CH:36]4[CH2:37][CH2:38][N:33]([CH2:34][CH2:35]4)[CH2:32]3)[O:29][C:26]2=[N:27][CH:28]=1, predict the reaction product. The product is: [C:22]([C:23]1[CH:24]=[C:25]2[CH2:31][C@:30]3([CH:36]4[CH2:35][CH2:34][N:33]([CH2:38][CH2:37]4)[CH2:32]3)[O:29][C:26]2=[N:27][CH:28]=1)#[CH:21]. (4) Given the reactants [CH3:1][O:2][C:3]1[N:12]=[C:11](O)[C:10]2[C:5](=[CH:6][C:7]([O:14][CH3:15])=[CH:8][CH:9]=2)[N:4]=1.O=P(Cl)(Cl)[Cl:18], predict the reaction product. The product is: [Cl:18][C:11]1[C:10]2[C:5](=[CH:6][C:7]([O:14][CH3:15])=[CH:8][CH:9]=2)[N:4]=[C:3]([O:2][CH3:1])[N:12]=1. (5) Given the reactants [CH3:1][O:2][C:3]([CH:5]1[CH:18]([C:19]2[CH:24]=[CH:23][C:22](OC)=[CH:21][CH:20]=2)C2C(CCCC2OC)[C:11]2[C:6]1=[CH:7][CH:8]=[CH:9][CH:10]=2)=[O:4].[CH3:29][O-:30].[Na+].CO.O1[CH2:38][CH2:37][CH2:36][CH2:35]1.[C:39]([O:42][CH2:43][CH3:44])(=O)C, predict the reaction product. The product is: [CH3:1][O:2][C:3]([CH:5]1[CH:18]([C:36]2[CH:35]=[CH:44][C:43]([O:42][CH3:39])=[CH:38][CH:37]=2)[CH:19]2[CH:24]([CH2:23][CH2:22][CH2:21][CH2:20]2)[C:11]2[C:6]1=[CH:7][CH:8]=[C:9]([O:30][CH3:29])[CH:10]=2)=[O:4]. (6) Given the reactants [CH2:1]([N:3]([CH2:7][CH3:8])[CH2:4][CH2:5][NH2:6])[CH3:2].S=[C:10]1[CH2:14][S:13][C:12](=[O:15])[NH:11]1.[CH:16]([C:18]1[C:19]([O:37][CH3:38])=[C:20]([CH:34]=[CH:35][CH:36]=1)[O:21][C:22]1[CH:29]=[CH:28][C:25]([C:26]#[N:27])=[CH:24][C:23]=1[C:30]([F:33])([F:32])[F:31])=O.CC(C)([O-])C.[K+].[Cl-].[NH4+], predict the reaction product. The product is: [CH2:1]([N:3]([CH2:7][CH3:8])[CH2:4][CH2:5][NH:6][C:10]1=[N:11][C:12](=[O:15])[S:13]/[C:14]/1=[CH:16]\[C:18]1[C:19]([O:37][CH3:38])=[C:20]([CH:34]=[CH:35][CH:36]=1)[O:21][C:22]1[CH:29]=[CH:28][C:25]([C:26]#[N:27])=[CH:24][C:23]=1[C:30]([F:31])([F:32])[F:33])[CH3:2].